This data is from Forward reaction prediction with 1.9M reactions from USPTO patents (1976-2016). The task is: Predict the product of the given reaction. (1) The product is: [F:17][C:15]1[CH:16]=[C:11]([CH2:10][C@@H:9]([C:19]2[C:24]([C:25]3[CH:26]=[CH:27][C:28]([F:34])=[C:29]([CH:33]=3)[C:30]([NH2:32])=[O:31])=[CH:23][CH:22]=[CH:21][N:20]=2)[NH:8][C:48](=[O:49])[CH2:47][N:40]2[C:41]([C:43]([F:45])([F:44])[F:46])=[CH:42][C:38]([CH:35]([CH3:36])[CH3:37])=[N:39]2)[CH:12]=[C:13]([F:18])[CH:14]=1. Given the reactants FC(F)(F)C(O)=O.[NH2:8][C@H:9]([C:19]1[C:24]([C:25]2[CH:26]=[CH:27][C:28]([F:34])=[C:29]([CH:33]=2)[C:30]([NH2:32])=[O:31])=[CH:23][CH:22]=[CH:21][N:20]=1)[CH2:10][C:11]1[CH:16]=[C:15]([F:17])[CH:14]=[C:13]([F:18])[CH:12]=1.[CH:35]([C:38]1[CH:42]=[C:41]([C:43]([F:46])([F:45])[F:44])[N:40]([CH2:47][C:48](O)=[O:49])[N:39]=1)([CH3:37])[CH3:36], predict the reaction product. (2) Given the reactants Cl[C:2]1[N:7]=[C:6]([NH:8][C:9]2[CH:10]=[CH:11][C:12]([F:22])=[C:13]([CH:21]=2)[CH2:14][N:15]([CH2:19][CH3:20])[CH2:16][CH2:17][OH:18])[C:5]([Cl:23])=[CH:4][N:3]=1.[NH2:24][C:25]1[C:41]([O:42][CH3:43])=[CH:40][C:28]2[CH2:29][CH2:30][N:31]([CH2:34][C:35]([N:37]([CH3:39])[CH3:38])=[O:36])[CH2:32][CH2:33][C:27]=2[CH:26]=1, predict the reaction product. The product is: [Cl:23][C:5]1[C:6]([NH:8][C:9]2[CH:10]=[CH:11][C:12]([F:22])=[C:13]([CH2:14][N:15]([CH2:19][CH3:20])[CH2:16][CH2:17][OH:18])[CH:21]=2)=[N:7][C:2]([NH:24][C:25]2[C:41]([O:42][CH3:43])=[CH:40][C:28]3[CH2:29][CH2:30][N:31]([CH2:34][C:35]([N:37]([CH3:39])[CH3:38])=[O:36])[CH2:32][CH2:33][C:27]=3[CH:26]=2)=[N:3][CH:4]=1. (3) Given the reactants [C:1]([O:5][C:6](=[O:25])[C:7]1[CH:12]=[C:11]([N:13]([S:20]([CH3:23])(=[O:22])=[O:21])[C:14]2[CH:19]=[CH:18][CH:17]=[CH:16][CH:15]=2)[CH:10]=[C:9](Br)[CH:8]=1)([CH3:4])([CH3:3])[CH3:2].C([O-])([O-])=O.[K+].[K+].C1(P(C2C=CC=CC=2)C2C=CC=CC=2)C=CC=CC=1.[CH3:51][C:52]([OH:56])([C:54]#[CH:55])[CH3:53], predict the reaction product. The product is: [C:1]([O:5][C:6](=[O:25])[C:7]1[CH:12]=[C:11]([N:13]([S:20]([CH3:23])(=[O:22])=[O:21])[C:14]2[CH:19]=[CH:18][CH:17]=[CH:16][CH:15]=2)[CH:10]=[C:9]([C:55]#[C:54][C:52]([OH:56])([CH3:53])[CH3:51])[CH:8]=1)([CH3:4])([CH3:3])[CH3:2]. (4) Given the reactants [C:1]([C:3]1[N:7]2[CH:8]=[C:9]([C:14]3[CH:19]=[CH:18][C:17]([C:20]([F:23])([F:22])[F:21])=[CH:16][CH:15]=3)[CH:10]=[C:11]([C:12]#[N:13])[C:6]2=[N:5][CH:4]=1)#[CH:2].[NH2:24][C:25]1[N:30]=[CH:29][C:28](I)=[CH:27][N:26]=1, predict the reaction product. The product is: [NH2:24][C:25]1[N:30]=[CH:29][C:28]([C:2]#[C:1][C:3]2[N:7]3[CH:8]=[C:9]([C:14]4[CH:19]=[CH:18][C:17]([C:20]([F:22])([F:23])[F:21])=[CH:16][CH:15]=4)[CH:10]=[C:11]([C:12]#[N:13])[C:6]3=[N:5][CH:4]=2)=[CH:27][N:26]=1.